From a dataset of NCI-60 drug combinations with 297,098 pairs across 59 cell lines. Regression. Given two drug SMILES strings and cell line genomic features, predict the synergy score measuring deviation from expected non-interaction effect. (1) Drug 2: C1=NC2=C(N1)C(=S)N=CN2. Synergy scores: CSS=27.7, Synergy_ZIP=-11.6, Synergy_Bliss=-5.12, Synergy_Loewe=0.748, Synergy_HSA=1.61. Drug 1: CC1CCC2CC(C(=CC=CC=CC(CC(C(=O)C(C(C(=CC(C(=O)CC(OC(=O)C3CCCCN3C(=O)C(=O)C1(O2)O)C(C)CC4CCC(C(C4)OC)OCCO)C)C)O)OC)C)C)C)OC. Cell line: T-47D. (2) Drug 1: CNC(=O)C1=CC=CC=C1SC2=CC3=C(C=C2)C(=NN3)C=CC4=CC=CC=N4. Drug 2: CC12CCC3C(C1CCC2OP(=O)(O)O)CCC4=C3C=CC(=C4)OC(=O)N(CCCl)CCCl.[Na+]. Cell line: SNB-75. Synergy scores: CSS=4.08, Synergy_ZIP=-4.05, Synergy_Bliss=-6.09, Synergy_Loewe=-5.22, Synergy_HSA=-5.16. (3) Drug 1: C1CN(CCN1C(=O)CCBr)C(=O)CCBr. Drug 2: C(CN)CNCCSP(=O)(O)O. Cell line: HCT-15. Synergy scores: CSS=29.2, Synergy_ZIP=-7.78, Synergy_Bliss=-4.43, Synergy_Loewe=-15.6, Synergy_HSA=-7.48.